From a dataset of Reaction yield outcomes from USPTO patents with 853,638 reactions. Predict the reaction yield, written as a fraction of the theoretical maximum amount of product (1.0 means a 100% yield; for example, 0.34 means a 34% yield). (1) The reactants are [CH2:1]([C:3]1[C:4]2[CH:17]=[CH:16][CH:15]=[CH:14][C:5]=2[S:6][C:7]=1[C:8]1[CH2:13][CH2:12][NH:11][CH2:10][CH:9]=1)[CH3:2]. The catalyst is C(O)C.FC(F)(F)CO.[Pd]. The product is [CH2:1]([C:3]1[C:4]2[CH:17]=[CH:16][CH:15]=[CH:14][C:5]=2[S:6][C:7]=1[CH:8]1[CH2:9][CH2:10][NH:11][CH2:12][CH2:13]1)[CH3:2]. The yield is 0.840. (2) The reactants are [CH:1]([C:4]1[CH:5]=[C:6]([NH:10][C:11]([C:13]2[CH:14]=[C:15]([N:19]3[CH2:28][C:27]4[CH:26]=[N:25][CH:24]=[C:23]([C:29]([O:31]C)=[O:30])[C:22]=4[CH2:21][CH2:20]3)[CH:16]=[CH:17][CH:18]=2)=[O:12])[CH:7]=[CH:8][CH:9]=1)([CH3:3])[CH3:2].[OH-].[Na+].Cl.O. The catalyst is O1CCOCC1. The product is [CH:1]([C:4]1[CH:5]=[C:6]([NH:10][C:11]([C:13]2[CH:14]=[C:15]([N:19]3[CH2:28][C:27]4[CH:26]=[N:25][CH:24]=[C:23]([C:29]([OH:31])=[O:30])[C:22]=4[CH2:21][CH2:20]3)[CH:16]=[CH:17][CH:18]=2)=[O:12])[CH:7]=[CH:8][CH:9]=1)([CH3:3])[CH3:2]. The yield is 0.810. (3) The reactants are [Cl:1][C:2]1[C:7]([NH2:8])=[CH:6][CH:5]=[C:4]([Cl:9])[C:3]=1[CH3:10].[C:11]([C:17](OC)=[O:18])#[C:12][C:13]([O:15][CH3:16])=[O:14]. The catalyst is CO. The product is [CH3:16][O:15][C:13]([C:12]1[CH2:11][C:17](=[O:18])[C:6]2[C:7](=[C:2]([Cl:1])[C:3]([CH3:10])=[C:4]([Cl:9])[CH:5]=2)[N:8]=1)=[O:14]. The yield is 0.850. (4) The reactants are [C:1]([O:5][C:6](=[O:36])[C@@H:7]([CH2:29][C:30]1[CH:35]=[CH:34][CH:33]=[CH:32][CH:31]=1)[NH:8][C:9](=[O:28])[C:10](=[C:15]([C:22]1[CH:27]=[CH:26][CH:25]=[CH:24][CH:23]=1)[C:16]1[CH:21]=[CH:20][CH:19]=[CH:18][CH:17]=1)[NH:11]NC#C)([CH3:4])([CH3:3])[CH3:2].[NH:37]([CH2:40][CH3:41])[CH2:38][CH3:39].I[C:43]1[CH:48]=CC=C[CH:44]=1.[CH3:49]N(C=O)C. The catalyst is CCOC(C)=O.Cl[Pd](Cl)([P](C1C=CC=CC=1)(C1C=CC=CC=1)C1C=CC=CC=1)[P](C1C=CC=CC=1)(C1C=CC=CC=1)C1C=CC=CC=1.[Cu]I. The product is [C:1]([O:5][C:6](=[O:36])[C@@H:7]([CH2:29][C:30]1[CH:31]=[CH:32][CH:33]=[CH:34][CH:35]=1)[NH:8][C:9](=[O:28])[C:10](=[C:15]([C:22]1[CH:23]=[CH:24][CH:25]=[CH:26][CH:27]=1)[C:16]1[CH:17]=[CH:18][CH:19]=[CH:20][CH:21]=1)[N:11]([C:38]1[CH:39]=[CH:49][CH:41]=[CH:40][N:37]=1)[CH2:48][C:43]#[CH:44])([CH3:3])([CH3:2])[CH3:4]. The yield is 0.870. (5) The reactants are [F:1][C:2]([F:12])([F:11])[C:3]1[CH:4]=[C:5]([NH2:10])[CH:6]=[C:7]([NH2:9])[CH:8]=1.C[Si]([N-][Si](C)(C)C)(C)C.[Na+].[C:23]([O:27][C:28](O[C:28]([O:27][C:23]([CH3:26])([CH3:25])[CH3:24])=[O:29])=[O:29])([CH3:26])([CH3:25])[CH3:24]. The catalyst is C1COCC1. The product is [C:23]([O:27][C:28](=[O:29])[NH:9][C:7]1[CH:8]=[C:3]([C:2]([F:11])([F:12])[F:1])[CH:4]=[C:5]([NH2:10])[CH:6]=1)([CH3:26])([CH3:25])[CH3:24]. The yield is 0.680.